The task is: Predict the product of the given reaction.. This data is from Forward reaction prediction with 1.9M reactions from USPTO patents (1976-2016). (1) Given the reactants [CH2:1]([O:3][C:4]([C:6]1[C:10](Br)=[CH:9][S:8][CH:7]=1)=[O:5])[CH3:2].C([Sn](CCCC)(CCCC)[C:17]1[N:22]=[CH:21][CH:20]=[CH:19][N:18]=1)CCC.[F-].[Cs+], predict the reaction product. The product is: [CH2:1]([O:3][C:4]([C:6]1[C:10]([C:17]2[N:22]=[CH:21][CH:20]=[CH:19][N:18]=2)=[CH:9][S:8][CH:7]=1)=[O:5])[CH3:2]. (2) Given the reactants [CH2:1]([N:3]([C:29](=O)[C:30]1[CH:35]=[CH:34][C:33]([OH:36])=[CH:32][CH:31]=1)[C:4]1[CH:9]=[C:8]([O:10][CH3:11])[CH:7]=[CH:6][C:5]=1[CH:12]1[CH2:21][CH2:20][C:19]2[CH:18]=[C:17]([O:22]C(=O)C(C)(C)C)[CH:16]=[CH:15][C:14]=2[CH2:13]1)[CH3:2].Cl[CH2:39][C:40]([NH:42][CH:43]([CH3:45])[CH3:44])=O, predict the reaction product. The product is: [CH2:1]([N:3]([CH2:29][C:30]1[CH:31]=[CH:32][C:33]([O:36][CH2:39][CH2:40][NH:42][CH:43]([CH3:45])[CH3:44])=[CH:34][CH:35]=1)[C:4]1[CH:9]=[C:8]([O:10][CH3:11])[CH:7]=[CH:6][C:5]=1[CH:12]1[CH2:13][CH2:14][C:15]2[CH:16]=[C:17]([OH:22])[CH:18]=[CH:19][C:20]=2[CH2:21]1)[CH3:2]. (3) Given the reactants [CH:1]1([CH:7]([C:9]2[C:10]([O:25][CH:26]([CH3:28])[CH3:27])=[N:11][N:12]([C:14]3[CH:19]=[CH:18][C:17]([O:20][C:21]([F:24])([F:23])[F:22])=[CH:16][CH:15]=3)[CH:13]=2)O)[CH2:6][CH2:5][CH2:4][CH2:3][CH2:2]1.[NH2:29][C:30]1[CH:35]=[CH:34][C:33]([C:36]([N:38]([CH3:46])[CH2:39][CH2:40][C:41]([O:43]CC)=[O:42])=[O:37])=[CH:32][CH:31]=1, predict the reaction product. The product is: [CH:1]1([CH:7]([NH:29][C:30]2[CH:31]=[CH:32][C:33]([C:36]([N:38]([CH3:46])[CH2:39][CH2:40][C:41]([OH:43])=[O:42])=[O:37])=[CH:34][CH:35]=2)[C:9]2[C:10]([O:25][CH:26]([CH3:27])[CH3:28])=[N:11][N:12]([C:14]3[CH:15]=[CH:16][C:17]([O:20][C:21]([F:24])([F:23])[F:22])=[CH:18][CH:19]=3)[CH:13]=2)[CH2:2][CH2:3][CH2:4][CH2:5][CH2:6]1.